From a dataset of Catalyst prediction with 721,799 reactions and 888 catalyst types from USPTO. Predict which catalyst facilitates the given reaction. (1) The catalyst class is: 64. Product: [CH2:30]([C:33]1([S:36]([N:10]2[C:11]3=[CH:12][C:13]4[S:17][CH:16]=[N:15][C:14]=4[C:18]([F:20])=[C:19]3[N:8]([C:5]3[CH:6]=[CH:7][C:2]([Br:1])=[CH:3][C:4]=3[Cl:22])[C:9]2=[O:21])(=[O:38])=[O:37])[CH2:35][CH2:34]1)[CH:31]=[CH2:32]. Reactant: [Br:1][C:2]1[CH:7]=[CH:6][C:5]([N:8]2[C:19]3[C:11](=[CH:12][C:13]4[S:17][CH:16]=[N:15][C:14]=4[C:18]=3[F:20])[NH:10][C:9]2=[O:21])=[C:4]([Cl:22])[CH:3]=1.C(N(CC)CC)C.[CH2:30]([C:33]1([S:36](Cl)(=[O:38])=[O:37])[CH2:35][CH2:34]1)[CH:31]=[CH2:32].C([O-])(O)=O.[Na+]. (2) Reactant: [C:1]([NH:4][C:5]1[CH:6]=[C:7]([CH:25]=[CH:26][CH:27]=1)[C:8]([NH:10][C:11]1[C:12]([C:22]([OH:24])=[O:23])=[N:13][N:14](C2CCCCO2)[CH:15]=1)=[O:9])(=[O:3])[CH3:2].O.[C:29]1([CH3:39])[CH:34]=[CH:33][C:32]([S:35]([OH:38])(=[O:37])=[O:36])=[CH:31][CH:30]=1. Product: [C:29]1([CH3:39])[CH:30]=[CH:31][C:32]([S:35]([OH:38])(=[O:36])=[O:37])=[CH:33][CH:34]=1.[C:1]([NH:4][C:5]1[CH:6]=[C:7]([CH:25]=[CH:26][CH:27]=1)[C:8]([NH:10][C:11]1[C:12]([C:22]([OH:24])=[O:23])=[N:13][NH:14][CH:15]=1)=[O:9])(=[O:3])[CH3:2]. The catalyst class is: 8. (3) Reactant: O[CH:2]1[O:8][CH2:7][C@@:6]2([CH3:12])[C:9]([CH3:11])([CH3:10])[C@:3]1([NH:13][C:14](=[O:16])[CH3:15])[CH2:4][CH2:5]2.[SiH](CC)(CC)CC.B(F)(F)F.CCOCC. Product: [CH3:12][C@:6]12[C:9]([CH3:10])([CH3:11])[C@:3]([NH:13][C:14](=[O:16])[CH3:15])([CH2:4][CH2:5]1)[CH2:2][O:8][CH2:7]2. The catalyst class is: 4. (4) Reactant: [Cl:1][C:2]1[CH:20]=[N:19][CH:18]=[C:17]([Cl:21])[C:3]=1[C:4]([NH:6][CH2:7][C:8]1[CH:13]=[CH:12][C:11]([CH2:14][CH2:15][OH:16])=[CH:10][CH:9]=1)=[O:5].CC(OI1(OC(C)=O)(OC(C)=O)OC(=O)C2C=CC=CC1=2)=O. Product: [Cl:1][C:2]1[CH:20]=[N:19][CH:18]=[C:17]([Cl:21])[C:3]=1[C:4]([NH:6][CH2:7][C:8]1[CH:9]=[CH:10][C:11]([CH2:14][CH:15]=[O:16])=[CH:12][CH:13]=1)=[O:5]. The catalyst class is: 2. (5) Reactant: [F-].C([N+](CCCC)(CCCC)CCCC)CCC.[F:19][C:20]1[CH:21]=[CH:22][C:23]([O:60][CH3:61])=[C:24]([C:26]2[CH:31]=[CH:30][N:29]=[C:28]3[NH:32][C:33]([C:35]4[CH2:40][C@@H:39]([CH2:41][O:42][Si](C(C)C)(C(C)C)C(C)C)[N:38]([C:53]([O:55][C:56]([CH3:59])([CH3:58])[CH3:57])=[O:54])[CH2:37][CH:36]=4)=[CH:34][C:27]=23)[CH:25]=1. Product: [F:19][C:20]1[CH:21]=[CH:22][C:23]([O:60][CH3:61])=[C:24]([C:26]2[CH:31]=[CH:30][N:29]=[C:28]3[NH:32][C:33]([C:35]4[CH2:40][C@@H:39]([CH2:41][OH:42])[N:38]([C:53]([O:55][C:56]([CH3:57])([CH3:58])[CH3:59])=[O:54])[CH2:37][CH:36]=4)=[CH:34][C:27]=23)[CH:25]=1. The catalyst class is: 7.